This data is from Full USPTO retrosynthesis dataset with 1.9M reactions from patents (1976-2016). The task is: Predict the reactants needed to synthesize the given product. (1) Given the product [CH3:27][O:26][C:24]([CH:13]1[C:14](=[O:21])[C:15]2[C:20](=[CH:19][CH:18]=[CH:17][CH:16]=2)[S:11][CH2:12]1)=[O:25], predict the reactants needed to synthesize it. The reactants are: [Li+].C[Si]([N-][Si](C)(C)C)(C)C.[S:11]1[C:20]2[C:15](=[CH:16][CH:17]=[CH:18][CH:19]=2)[C:14](=[O:21])[CH2:13][CH2:12]1.C([C:24]([O:26][CH3:27])=[O:25])#N.[NH4+].[Cl-]. (2) Given the product [OH:8][CH2:7][C@H:5]([NH:6][S:15]([C:11]1[S:10][CH:14]=[CH:13][CH:12]=1)(=[O:17])=[O:16])[C:4]([O:3][CH3:2])=[O:9], predict the reactants needed to synthesize it. The reactants are: Cl.[CH3:2][O:3][C:4](=[O:9])[C@H:5]([CH2:7][OH:8])[NH2:6].[S:10]1[CH:14]=[CH:13][CH:12]=[C:11]1[S:15](Cl)(=[O:17])=[O:16]. (3) Given the product [C:1]1([C:28]2[CH:33]=[CH:32][CH:31]=[CH:30][CH:29]=2)[CH:6]=[CH:5][CH:4]=[C:3]([NH:7][C:8](=[O:27])[CH2:9][CH2:10][CH2:11][CH2:12][CH2:13][NH:14][C:15](=[O:26])[CH2:16][S:17][CH2:18][C:19]2[CH:22]=[CH:23][C:24]([S:50][CH3:49])=[CH:25][CH:20]=2)[CH:2]=1, predict the reactants needed to synthesize it. The reactants are: [C:1]1([C:28]2[CH:33]=[CH:32][CH:31]=[CH:30][CH:29]=2)[CH:6]=[CH:5][CH:4]=[C:3]([NH:7][C:8](=[O:27])[CH2:9][CH2:10][CH2:11][CH2:12][CH2:13][NH:14][C:15](=[O:26])[CH2:16][S:17][CH2:18][CH2:19][C:20]2[CH:25]=[CH:24][CH:23]=[CH:22]N=2)[CH:2]=1.C1(C2C=CC=CC=2)C=CC=C(NC(=O)CCCCCNC(=O)[CH2:49][SH:50])C=1.N1C=CC=CC=1CCS.